Dataset: Full USPTO retrosynthesis dataset with 1.9M reactions from patents (1976-2016). Task: Predict the reactants needed to synthesize the given product. (1) The reactants are: [Br:1][C:2]1[C:11]2[C:6](=[CH:7][CH:8]=[CH:9][CH:10]=2)[C:5](I)=[CH:4][CH:3]=1.[Br:13][C:14]1[CH:19]=[CH:18][C:17](B(O)O)=[CH:16][CH:15]=1.C(=O)([O-])[O-].[Na+].[Na+]. Given the product [Br:1][C:2]1[C:11]2[C:6](=[CH:7][CH:8]=[CH:9][CH:10]=2)[C:5]([C:17]2[CH:18]=[CH:19][C:14]([Br:13])=[CH:15][CH:16]=2)=[CH:4][CH:3]=1, predict the reactants needed to synthesize it. (2) Given the product [C:45]([O:44][C:42]([N:8]([C:6]([O:5][C:1]([CH3:3])([CH3:2])[CH3:4])=[O:7])[C:9]1[C:14]([C:15]2[O:16][C:17]([C:20]3[CH:25]=[CH:24][C:23]([CH2:26][N:27]([CH3:28])[C:29](=[O:30])[O:31][C:32]([CH3:33])([CH3:34])[CH3:35])=[CH:22][CH:21]=3)=[N:18][N:19]=2)=[N:13][C:12]([CH:36]2[CH2:38][CH:37]2[C:39]([N:49]2[CH2:53][CH2:52][C@@H:51]([NH:54][C:55]([O:56][C:57]([CH3:60])([CH3:59])[CH3:58])=[O:61])[CH2:50]2)=[O:41])=[CH:11][N:10]=1)=[O:43])([CH3:48])([CH3:46])[CH3:47], predict the reactants needed to synthesize it. The reactants are: [C:1]([O:5][C:6]([N:8]([C:42]([O:44][C:45]([CH3:48])([CH3:47])[CH3:46])=[O:43])[C:9]1[N:10]=[CH:11][C:12]([CH:36]2[CH2:38][CH:37]2[C:39]([OH:41])=O)=[N:13][C:14]=1[C:15]1[O:16][C:17]([C:20]2[CH:25]=[CH:24][C:23]([CH2:26][N:27]([C:29]([O:31][C:32]([CH3:35])([CH3:34])[CH3:33])=[O:30])[CH3:28])=[CH:22][CH:21]=2)=[N:18][N:19]=1)=[O:7])([CH3:4])([CH3:3])[CH3:2].[NH:49]1[CH2:53][CH2:52][C@@H:51]([NH:54][C:55](=[O:61])[O:56][C:57]([CH3:60])([CH3:59])[CH3:58])[CH2:50]1.CN(C(ON1N=NC2C=CC=NC1=2)=[N+](C)C)C.F[P-](F)(F)(F)(F)F.CCN(C(C)C)C(C)C. (3) Given the product [NH2:15][CH2:10][C@@H:8]([C:4]1[CH:5]=[CH:6][CH:7]=[C:2]([Cl:1])[CH:3]=1)[OH:9], predict the reactants needed to synthesize it. The reactants are: [Cl:1][C:2]1[CH:3]=[C:4]([C@@H:8]2[CH2:10][O:9]2)[CH:5]=[CH:6][CH:7]=1.C[Si]([N-:15][Si](C)(C)C)(C)C.[Na+].O. (4) Given the product [CH2:1]([O:5][C:6]1[N:14]=[C:13]2[C:9]([N:10]=[C:11]([O:23][CH3:24])[N:12]2[CH2:15][C:16]2[CH:21]=[CH:20][C:19]([O:22][CH2:27][CH2:28][CH2:29][CH2:30][Cl:31])=[CH:18][CH:17]=2)=[C:8]([NH2:25])[N:7]=1)[CH2:2][CH2:3][CH3:4], predict the reactants needed to synthesize it. The reactants are: [CH2:1]([O:5][C:6]1[N:14]=[C:13]2[C:9]([N:10]=[C:11]([O:23][CH3:24])[N:12]2[CH2:15][C:16]2[CH:21]=[CH:20][C:19]([OH:22])=[CH:18][CH:17]=2)=[C:8]([NH2:25])[N:7]=1)[CH2:2][CH2:3][CH3:4].Br[CH2:27][CH2:28][CH2:29][CH2:30][Cl:31].C(=O)([O-])[O-].[K+].[K+]. (5) Given the product [Cl:10][C:6]1[C:7]2[CH:8]=[CH:32][C:31](=[O:30])[N:23]([C:22]3[CH:24]=[CH:25][C:26]([F:28])=[CH:27][C:21]=3[F:20])[C:2]=2[N:3]=[C:4]([S:11][CH3:12])[N:5]=1, predict the reactants needed to synthesize it. The reactants are: Cl[C:2]1[C:7]([CH:8]=O)=[C:6]([Cl:10])[N:5]=[C:4]([S:11][CH3:12])[N:3]=1.C(N(CC)CC)C.[F:20][C:21]1[CH:27]=[C:26]([F:28])[CH:25]=[CH:24][C:22]=1[NH2:23].C[O:30][C:31](=O)[CH2:32]P(OCC(F)(F)F)(OCC(F)(F)F)=O. (6) The reactants are: [OH-].[Na+].[F:3][C:4]([F:34])([F:33])[C:5]1[CH:6]=[C:7]([CH:30]=[CH:31][CH:32]=1)[CH2:8][N:9]1[CH2:18][CH2:17][C:16]2[C:11](=[C:12]([C:19]3[CH:20]=[C:21]([CH:27]=[CH:28][CH:29]=3)[C:22](OCC)=[O:23])[CH:13]=[CH:14][CH:15]=2)[CH2:10]1.[ClH:35].[NH2:36][CH2:37][CH2:38][OH:39].CCN=C=NCCCN(C)C.C1C=CC2N(O)N=NC=2C=1. Given the product [ClH:35].[OH:39][CH2:38][CH2:37][NH:36][C:22](=[O:23])[C:21]1[CH:27]=[CH:28][CH:29]=[C:19]([C:12]2[CH:13]=[CH:14][CH:15]=[C:16]3[C:11]=2[CH2:10][N:9]([CH2:8][C:7]2[CH:30]=[CH:31][CH:32]=[C:5]([C:4]([F:3])([F:33])[F:34])[CH:6]=2)[CH2:18][CH2:17]3)[CH:20]=1, predict the reactants needed to synthesize it. (7) Given the product [O:20]1[CH:21]=[CH:22][CH:23]=[C:19]1[C:4]1[N:3]=[C:2]([NH2:1])[N:7]=[C:6]([NH:27][CH2:24][CH2:25][CH3:26])[C:5]=1[N+:16]([O-:18])=[O:17], predict the reactants needed to synthesize it. The reactants are: [NH2:1][C:2]1[N:7]=[C:6](OS(C(F)(F)F)(=O)=O)[C:5]([N+:16]([O-:18])=[O:17])=[C:4]([C:19]2[O:20][CH:21]=[CH:22][CH:23]=2)[N:3]=1.[CH2:24]([NH2:27])[CH2:25][CH3:26].